Dataset: Forward reaction prediction with 1.9M reactions from USPTO patents (1976-2016). Task: Predict the product of the given reaction. (1) Given the reactants [N:1]1[C:5]2[CH:6]=[CH:7][CH:8]=[CH:9][C:4]=2[NH:3][C:2]=1[CH2:10][C:11]#[N:12].[CH2:13]([CH:19]([C:25]([CH3:27])=O)[C:20](OCC)=[O:21])[CH2:14][CH2:15][CH2:16][CH2:17][CH3:18].C([O-])(=O)C.[NH4+], predict the reaction product. The product is: [CH2:13]([C:19]1[C:20](=[O:21])[N:3]2[C:2]([NH:1][C:5]3[CH:6]=[CH:7][CH:8]=[CH:9][C:4]=32)=[C:10]([C:11]#[N:12])[C:25]=1[CH3:27])[CH2:14][CH2:15][CH2:16][CH2:17][CH3:18]. (2) Given the reactants [C:1]1([OH:9])[CH:6]=[CH:5][CH:4]=[C:3]([OH:7])[C:2]=1[OH:8].[CH3:10][C:11](O)=[O:12], predict the reaction product. The product is: [OH:7][C:3]1[C:2]([OH:8])=[C:1]([OH:9])[CH:6]=[CH:5][C:4]=1[C:11](=[O:12])[CH3:10]. (3) Given the reactants [CH2:1]([N:3]1[CH:7]=[C:6]([N:8]2[C:20]3[C:19]4[CH:18]=[C:17]([C:21]5[CH:22]=[N:23][C:24]([CH2:27][OH:28])=[CH:25][CH:26]=5)[CH:16]=[CH:15][C:14]=4[N:13]=[CH:12][C:11]=3[N:10]([CH3:29])[C:9]2=[O:30])[C:5]([CH3:31])=[N:4]1)[CH3:2].[H-].[Na+].I[CH3:35], predict the reaction product. The product is: [CH2:1]([N:3]1[CH:7]=[C:6]([N:8]2[C:20]3[C:19]4[CH:18]=[C:17]([C:21]5[CH:22]=[N:23][C:24]([CH2:27][O:28][CH3:35])=[CH:25][CH:26]=5)[CH:16]=[CH:15][C:14]=4[N:13]=[CH:12][C:11]=3[N:10]([CH3:29])[C:9]2=[O:30])[C:5]([CH3:31])=[N:4]1)[CH3:2]. (4) The product is: [Cl:54][C:51]1[CH:50]=[CH:49][C:48]([C:45]2([C:31]3[C:30]([OH:37])=[C:8]([C:23]([OH:25])=[O:24])[C:29]4[C:33](=[CH:34][CH:35]=[C:27]([OH:26])[CH:28]=4)[N:32]=3)[CH2:46][CH2:47]2)=[CH:53][CH:52]=1. Given the reactants C(C1C=CC=C2C=1N=C(C1(C3C=CC=CC=3)CC1)C(O)=[C:8]2[C:23]([OH:25])=[O:24])C.[OH:26][C:27]1[CH:28]=[C:29]2[C:33](=[CH:34][CH:35]=1)[NH:32][C:31](=O)[C:30]2=[O:37].C(OCC([C:45]1([C:48]2[CH:53]=[CH:52][C:51]([Cl:54])=[CH:50][CH:49]=2)[CH2:47][CH2:46]1)=O)(=O)C, predict the reaction product. (5) Given the reactants [F:1][C:2]([F:12])([F:11])[C:3]1[CH:8]=[CH:7][N:6]=[C:5]([CH:9]=O)[CH:4]=1.[C:13]1(N2CCOCC2)[CH2:17][CH2:16][CH2:15][CH:14]=1.Cl.C(=O)(O)[O-:26].[Na+].[OH-].[Na+], predict the reaction product. The product is: [F:1][C:2]([F:12])([F:11])[C:3]1[CH:8]=[CH:7][N:6]=[C:5]([CH:9]=[C:14]2[CH2:15][CH2:16][CH2:17][C:13]2=[O:26])[CH:4]=1. (6) Given the reactants [OH:1][C@H:2]1[C:10]2[C:5](=[CH:6][CH:7]=[CH:8][CH:9]=2)[CH2:4][C@:3]1([CH2:20][C:21]1[CH:29]=[CH:28][C:24]([C:25]([OH:27])=O)=[CH:23][CH:22]=1)[C:11]1[CH2:12][C:13]2[C:18]([CH:19]=1)=[CH:17][CH:16]=[CH:15][CH:14]=2.CCN(CC)CC.[NH2:37][CH2:38][CH2:39][OH:40].C(P1(=O)OP(CCC)(=O)OP(CCC)(=O)O1)CC, predict the reaction product. The product is: [OH:1][C@H:2]1[C:10]2[C:5](=[CH:6][CH:7]=[CH:8][CH:9]=2)[CH2:4][C@:3]1([CH2:20][C:21]1[CH:29]=[CH:28][C:24]([C:25]([NH:37][CH2:38][CH2:39][OH:40])=[O:27])=[CH:23][CH:22]=1)[C:11]1[CH2:12][C:13]2[C:18]([CH:19]=1)=[CH:17][CH:16]=[CH:15][CH:14]=2.